From a dataset of Catalyst prediction with 721,799 reactions and 888 catalyst types from USPTO. Predict which catalyst facilitates the given reaction. Reactant: [CH2:1]([OH:5])[C:2](=[CH2:4])[CH3:3].[H-].[Na+].[CH2:8](Br)[C:9]1[CH:14]=[CH:13][CH:12]=[CH:11][CH:10]=1. Product: [CH3:4][C:2](=[CH2:3])[CH2:1][O:5][CH2:8][C:9]1[CH:14]=[CH:13][CH:12]=[CH:11][CH:10]=1. The catalyst class is: 1.